This data is from Forward reaction prediction with 1.9M reactions from USPTO patents (1976-2016). The task is: Predict the product of the given reaction. Given the reactants S(Cl)([Cl:3])=O.O[C:6]1[C:7]2[C:14]([C:15]3[S:16][CH:17]=[CH:18][N:19]=3)=[CH:13][S:12][C:8]=2[N:9]=[CH:10][N:11]=1.C(=O)(O)[O-].[Na+], predict the reaction product. The product is: [Cl:3][C:6]1[C:7]2[C:14]([C:15]3[S:16][CH:17]=[CH:18][N:19]=3)=[CH:13][S:12][C:8]=2[N:9]=[CH:10][N:11]=1.